From a dataset of Reaction yield outcomes from USPTO patents with 853,638 reactions. Predict the reaction yield, written as a fraction of the theoretical maximum amount of product (1.0 means a 100% yield; for example, 0.34 means a 34% yield). (1) The reactants are B(Br)(Br)Br.C[O:6][C:7]1[CH:12]=[CH:11][C:10]([C:13]2([C:19]#[N:20])[CH2:18][CH2:17][O:16][CH2:15][CH2:14]2)=[CH:9][CH:8]=1. The catalyst is C(Cl)Cl. The product is [OH:6][C:7]1[CH:12]=[CH:11][C:10]([C:13]2([C:19]#[N:20])[CH2:18][CH2:17][O:16][CH2:15][CH2:14]2)=[CH:9][CH:8]=1. The yield is 0.780. (2) The reactants are [CH2:1]([N:4]([CH2:19][CH2:20][CH3:21])[C:5]([CH2:7][C:8]1[C:16]2[C:11](=[CH:12][CH:13]=[C:14]([O:17][CH3:18])[CH:15]=2)[NH:10][CH:9]=1)=[O:6])[CH2:2][CH3:3].[H-].[Na+].[CH3:24]I. The catalyst is CN(C)C=O.C(OCC)C. The product is [CH2:19]([N:4]([CH2:1][CH2:2][CH3:3])[C:5]([CH2:7][C:8]1[C:16]2[C:11](=[CH:12][CH:13]=[C:14]([O:17][CH3:18])[CH:15]=2)[N:10]([CH3:24])[CH:9]=1)=[O:6])[CH2:20][CH3:21]. The yield is 0.670. (3) No catalyst specified. The yield is 0.590. The reactants are [Cl:1][C:2]1[N:7]2[N:8]=[C:9]([C:15]3[CH:20]=[CH:19][C:18]([F:21])=[CH:17][CH:16]=3)[C:10]([C:11](=O)[C:12]#[CH:13])=[C:6]2[CH:5]=[CH:4][CH:3]=1.S(O)(O)(=O)=O.[CH2:27]([NH:31][C:32]([NH2:34])=[NH:33])[CH2:28][CH2:29][CH3:30].[O-]CC.[Na+]. The product is [CH2:27]([NH:31][C:32]1[N:34]=[C:11]([C:10]2[C:9]([C:15]3[CH:20]=[CH:19][C:18]([F:21])=[CH:17][CH:16]=3)=[N:8][N:7]3[C:2]([Cl:1])=[CH:3][CH:4]=[CH:5][C:6]=23)[CH:12]=[CH:13][N:33]=1)[CH2:28][CH2:29][CH3:30]. (4) The reactants are [CH2:1]([O:3][P:4]([CH2:9][C:10]([O:12][CH2:13][CH3:14])=[O:11])([O:6][CH2:7][CH3:8])=[O:5])[CH3:2].[H-].[Na+].Br[CH2:18][C:19]1[CH:20]=[C:21]([CH:30]=[CH:31][C:32]=1[Cl:33])[O:22][Si:23]([C:26]([CH3:29])([CH3:28])[CH3:27])([CH3:25])[CH3:24].O. The catalyst is CN(C)C=O. The product is [Si:23]([O:22][C:21]1[CH:30]=[CH:31][C:32]([Cl:33])=[C:19]([CH2:18][CH:9]([P:4]([O:3][CH2:1][CH3:2])([O:6][CH2:7][CH3:8])=[O:5])[C:10]([O:12][CH2:13][CH3:14])=[O:11])[CH:20]=1)([C:26]([CH3:29])([CH3:28])[CH3:27])([CH3:25])[CH3:24]. The yield is 0.580. (5) The reactants are [Cl:1][C:2]1[CH:3]=[CH:4][C:5](F)=[C:6]([CH:9]=1)[CH:7]=[O:8].[CH3:11][S:12][C:13]1[CH:18]=[CH:17][C:16]([OH:19])=[CH:15][CH:14]=1.C([O-])([O-])=O.[K+].[K+]. The catalyst is CN(C)C(=O)C. The product is [Cl:1][C:2]1[CH:3]=[CH:4][C:5]([O:19][C:16]2[CH:17]=[CH:18][C:13]([S:12][CH3:11])=[CH:14][CH:15]=2)=[C:6]([CH:9]=1)[CH:7]=[O:8]. The yield is 0.980.